This data is from Catalyst prediction with 721,799 reactions and 888 catalyst types from USPTO. The task is: Predict which catalyst facilitates the given reaction. (1) Reactant: [CH2:1]([O:8][C:9]([NH:11][C:12]1([C:19]2[NH:20][CH2:21][C:22]([OH:30])=[C:23]([C:25]([O:27][CH2:28][CH3:29])=[O:26])[N:24]=2)[CH2:17][CH2:16][CH:15]([OH:18])[CH2:14][CH2:13]1)=[O:10])[C:2]1[CH:7]=[CH:6][CH:5]=[CH:4][CH:3]=1.[CH3:31][S:32](Cl)(=[O:34])=[O:33].C(N(CC)CC)C.C([O-])([O-])=O.[K+].[K+]. Product: [CH2:1]([O:8][C:9]([NH:11][C:12]1([C:19]2[NH:20][CH2:21][C:22]([O:30][S:32]([CH3:31])(=[O:34])=[O:33])=[C:23]([C:25]([O:27][CH2:28][CH3:29])=[O:26])[N:24]=2)[CH2:17][CH2:16][CH:15]([O:18][S:32]([CH3:31])(=[O:34])=[O:33])[CH2:14][CH2:13]1)=[O:10])[C:2]1[CH:3]=[CH:4][CH:5]=[CH:6][CH:7]=1. The catalyst class is: 36. (2) The catalyst class is: 2. Product: [CH2:1]([C:5]1[O:6][C:7]2[CH:23]=[CH:22][CH:21]=[CH:20][C:8]=2[C:9]=1[CH2:10][CH2:11][C:12]1[CH:13]=[CH:14][C:15]([OH:18])=[CH:16][CH:17]=1)[CH2:2][CH2:3][CH3:4]. Reactant: [CH2:1]([C:5]1[O:6][C:7]2[CH:23]=[CH:22][CH:21]=[CH:20][C:8]=2[C:9]=1[CH2:10][CH2:11][C:12]1[CH:17]=[CH:16][C:15]([O:18]C)=[CH:14][CH:13]=1)[CH2:2][CH2:3][CH3:4].B(Br)(Br)Br.C(Cl)Cl. (3) Reactant: [CH3:1][C:2]1([CH3:16])[C:6]([CH3:8])([CH3:7])[O:5][B:4]([C:9]2[CH:15]=[CH:14][C:12]([NH2:13])=[CH:11][CH:10]=2)[O:3]1.[Br:17][C:18]1[CH:19]=[C:20]([CH:23]=[CH:24][CH:25]=1)[CH:21]=O.C(O[BH-](OC(=O)C)OC(=O)C)(=O)C.[Na+].[Cl-].[NH4+]. Product: [Br:17][C:18]1[CH:19]=[C:20]([CH2:21][NH:13][C:12]2[CH:14]=[CH:15][C:9]([B:4]3[O:3][C:2]([CH3:16])([CH3:1])[C:6]([CH3:7])([CH3:8])[O:5]3)=[CH:10][CH:11]=2)[CH:23]=[CH:24][CH:25]=1. The catalyst class is: 5. (4) Reactant: [Cl:1][C:2]1[CH:3]=[C:4]([CH:18]=[C:19]([C:21]#[N:22])[CH:20]=1)[CH2:5][O:6][C:7]1[CH:12]=[CH:11][CH:10]=[CH:9][C:8]=1[CH2:13][C:14]([O:16][CH3:17])=[O:15].O.[BH4-].[Na+]. Product: [NH2:22][CH2:21][C:19]1[CH:18]=[C:4]([CH:3]=[C:2]([Cl:1])[CH:20]=1)[CH2:5][O:6][C:7]1[CH:12]=[CH:11][CH:10]=[CH:9][C:8]=1[CH2:13][C:14]([O:16][CH3:17])=[O:15]. The catalyst class is: 1. (5) Reactant: [CH3:1][O:2][C:3](=[O:20])[CH:4]([C:12]1[CH:17]=[CH:16][C:15]([Cl:18])=[C:14]([Cl:19])[CH:13]=1)[CH2:5][CH:6]1[CH2:10][CH2:9][CH:8](O)[CH2:7]1.C(N(S(F)(F)[F:27])CC)C. Product: [CH3:1][O:2][C:3](=[O:20])[CH:4]([C:12]1[CH:17]=[CH:16][C:15]([Cl:18])=[C:14]([Cl:19])[CH:13]=1)[CH2:5][CH:6]1[CH2:10][CH2:9][CH:8]([F:27])[CH2:7]1. The catalyst class is: 34. (6) Reactant: O=P(Cl)(Cl)[Cl:3].[Br:6][C:7]1[C:8](O)=[N:9][C:10]([CH3:16])=[C:11]([N+:13]([O-:15])=[O:14])[CH:12]=1. Product: [Br:6][C:7]1[C:8]([Cl:3])=[N:9][C:10]([CH3:16])=[C:11]([N+:13]([O-:15])=[O:14])[CH:12]=1. The catalyst class is: 250. (7) Reactant: [C:1]([O:5][C:6]([NH:8][C@@H:9]([CH2:13][C:14]1[CH:19]=[CH:18][C:17]([OH:20])=[CH:16][C:15]=1[F:21])[C:10]([OH:12])=O)=[O:7])([CH3:4])([CH3:3])[CH3:2].CCN=C=NCCCN(C)C.C1C=CC2N(O)N=NC=2C=1.CCN(C(C)C)C(C)C.[NH:52]1[CH2:59][CH2:58][CH2:57][C@H:53]1[C:54]([NH2:56])=[O:55]. Product: [C:1]([O:5][C:6](=[O:7])[NH:8][C@@H:9]([CH2:13][C:14]1[CH:19]=[CH:18][C:17]([OH:20])=[CH:16][C:15]=1[F:21])[C:10]([N:52]1[CH2:59][CH2:58][CH2:57][C@H:53]1[C:54](=[O:55])[NH2:56])=[O:12])([CH3:2])([CH3:3])[CH3:4]. The catalyst class is: 1.